The task is: Predict the product of the given reaction.. This data is from Forward reaction prediction with 1.9M reactions from USPTO patents (1976-2016). The product is: [CH3:1][O:2][C:3]1[CH:4]=[CH:5][C:6]([CH:9]([CH2:12][CH2:13][C:14]2[CH:19]=[CH:18][CH:17]=[CH:16][CH:15]=2)[CH2:10][NH:11][CH:20]=[O:21])=[CH:7][CH:8]=1. Given the reactants [CH3:1][O:2][C:3]1[CH:8]=[CH:7][C:6]([CH:9]([CH2:12][CH2:13][C:14]2[CH:19]=[CH:18][CH:17]=[CH:16][CH:15]=2)[CH2:10][NH2:11])=[CH:5][CH:4]=1.[CH:20](O)=[O:21].O, predict the reaction product.